Dataset: Full USPTO retrosynthesis dataset with 1.9M reactions from patents (1976-2016). Task: Predict the reactants needed to synthesize the given product. (1) Given the product [C:1]1([C:7]2[C:12]3[CH2:13][CH:14]([CH2:16][NH:17][C:28](=[O:29])[O:30][CH2:31][C:32]4[CH:37]=[CH:36][CH:35]=[CH:34][CH:33]=4)[O:15][C:11]=3[CH:10]=[CH:9][CH:8]=2)[CH:2]=[CH:3][CH:4]=[CH:5][CH:6]=1, predict the reactants needed to synthesize it. The reactants are: [C:1]1([C:7]2[C:12]3[CH2:13][CH:14]([CH2:16][NH2:17])[O:15][C:11]=3[CH:10]=[CH:9][CH:8]=2)[CH:6]=[CH:5][CH:4]=[CH:3][CH:2]=1.C(N(C(C)C)CC)(C)C.Cl[C:28]([O:30][CH2:31][C:32]1[CH:37]=[CH:36][CH:35]=[CH:34][CH:33]=1)=[O:29].C1(C2C3OC(CNC(=O)OCC4C=CC=CC=4)CC=3C=CC=2)CCCC1. (2) Given the product [C:1]([O:5][C:6]([N:8]([CH2:24][CH2:25][C:26]1[CH:31]=[C:30]([F:32])[CH:29]=[CH:28][C:27]=1[O:33][CH2:35][C:36]1[CH:37]=[CH:38][C:39]([CH2:42][CH2:43][C:44]2[CH:49]=[CH:48][C:47]([C:50]([F:51])([F:52])[F:53])=[CH:46][CH:45]=2)=[CH:40][CH:41]=1)[CH:9]1[CH2:18][CH2:17][CH2:16][C:15]2[N:14]=[C:13]([C:19]([O:21][CH2:22][CH3:23])=[O:20])[CH:12]=[CH:11][C:10]1=2)=[O:7])([CH3:2])([CH3:3])[CH3:4], predict the reactants needed to synthesize it. The reactants are: [C:1]([O:5][C:6]([N:8]([CH2:24][CH2:25][C:26]1[CH:31]=[C:30]([F:32])[CH:29]=[CH:28][C:27]=1[OH:33])[CH:9]1[CH2:18][CH2:17][CH2:16][C:15]2[N:14]=[C:13]([C:19]([O:21][CH2:22][CH3:23])=[O:20])[CH:12]=[CH:11][C:10]1=2)=[O:7])([CH3:4])([CH3:3])[CH3:2].Cl[CH2:35][C:36]1[CH:41]=[CH:40][C:39]([CH2:42][CH2:43][C:44]2[CH:49]=[CH:48][C:47]([C:50]([F:53])([F:52])[F:51])=[CH:46][CH:45]=2)=[CH:38][CH:37]=1.C(=O)([O-])[O-].[K+].[K+]. (3) The reactants are: [CH2:1]([O:8][C:9]([NH:11][CH2:12][CH2:13][CH2:14][C@@H:15]([C:29]([NH:31][C@@H:32]1[CH2:36][CH2:35][CH2:34][C@@H:33]1[C:37]([O:39]C)=[O:38])=[O:30])[NH:16][C:17]([C:19]1[N:20]([CH3:28])[C:21]2[C:26]([CH:27]=1)=[CH:25][CH:24]=[CH:23][CH:22]=2)=[O:18])=[O:10])[C:2]1[CH:7]=[CH:6][CH:5]=[CH:4][CH:3]=1.C1COCC1.[OH-].[Na+].Cl. Given the product [CH2:1]([O:8][C:9]([NH:11][CH2:12][CH2:13][CH2:14][C@@H:15]([C:29]([NH:31][C@@H:32]1[CH2:36][CH2:35][CH2:34][C@@H:33]1[C:37]([OH:39])=[O:38])=[O:30])[NH:16][C:17]([C:19]1[N:20]([CH3:28])[C:21]2[C:26]([CH:27]=1)=[CH:25][CH:24]=[CH:23][CH:22]=2)=[O:18])=[O:10])[C:2]1[CH:3]=[CH:4][CH:5]=[CH:6][CH:7]=1, predict the reactants needed to synthesize it. (4) The reactants are: [CH2:1]([O:8][C:9](=[O:26])[NH:10][CH2:11][CH2:12][CH2:13][CH2:14][CH2:15][C:16]([N:18]1[CH2:22][CH:21]([OH:23])[CH2:20][CH:19]1[CH2:24][OH:25])=[O:17])[C:2]1[CH:7]=[CH:6][CH:5]=[CH:4][CH:3]=1.CN([C:30]1[CH:35]=[CH:34][CH:33]=[CH:32]N=1)C.[C:36](Cl)(C1C=CC=CC=1)([C:45]1[CH:52]=[CH:51][C:48]([O:49][CH3:50])=[CH:47][CH:46]=1)[C:37]1[CH:44]=[CH:43][C:40]([O:41][CH3:42])=[CH:39][CH:38]=1.N1C=CC=C[CH:61]=1. Given the product [CH2:1]([O:8][C:9](=[O:26])[NH:10][CH2:11][CH2:12][CH2:13][CH2:14][CH2:15][C:16]([N:18]1[CH2:22][CH:21]([OH:23])[CH2:20][CH:19]1[CH:24]([C:32]1[CH:61]=[CH:30][CH:35]=[CH:34][CH:33]=1)[O:25][CH:36]([C:37]1[CH:44]=[CH:43][C:40]([O:41][CH3:42])=[CH:39][CH:38]=1)[C:45]1[CH:46]=[CH:47][C:48]([O:49][CH3:50])=[CH:51][CH:52]=1)=[O:17])[C:2]1[CH:3]=[CH:4][CH:5]=[CH:6][CH:7]=1, predict the reactants needed to synthesize it. (5) Given the product [CH3:1][N:2]([C:3]1[CH:8]=[CH:7][CH:6]=[C:5]([B:9]2[O:13][C:12]([CH3:14])([CH3:15])[C:11]([CH3:17])([CH3:16])[O:10]2)[C:4]=1[CH3:18])[S:31]([CH:30]=[CH2:29])(=[O:33])=[O:32], predict the reactants needed to synthesize it. The reactants are: [CH3:1][NH:2][C:3]1[CH:8]=[CH:7][CH:6]=[C:5]([B:9]2[O:13][C:12]([CH3:15])([CH3:14])[C:11]([CH3:17])([CH3:16])[O:10]2)[C:4]=1[CH3:18].CCN(C(C)C)C(C)C.Cl[CH2:29][CH2:30][S:31](Cl)(=[O:33])=[O:32]. (6) Given the product [CH2:1]([O:2][C:3]1[CH:12]=[C:7]([CH2:8][CH3:9])[CH:6]=[CH:5][C:4]=1[CH:13]1[CH2:18][CH2:17][N:16]([C:19](=[O:21])[CH3:20])[CH2:15][CH2:14]1)[CH3:22], predict the reactants needed to synthesize it. The reactants are: [CH3:1][O:2][C:3]1[C:12]2CC[CH2:9][CH2:8][C:7]=2[CH:6]=[CH:5][C:4]=1[CH:13]1[CH2:18][CH2:17][N:16]([C:19](=[O:21])[CH3:20])[CH2:15][CH2:14]1.[CH2:22](I)C. (7) Given the product [CH2:16]([O:1][C:2]1[CH:9]=[CH:8][C:5]([CH:6]=[O:7])=[CH:4][CH:3]=1)[C:17]1[CH:22]=[CH:21][CH:20]=[CH:19][CH:18]=1, predict the reactants needed to synthesize it. The reactants are: [OH:1][C:2]1[CH:9]=[CH:8][C:5]([CH:6]=[O:7])=[CH:4][CH:3]=1.C([O-])([O-])=O.[K+].[K+].[CH2:16](Br)[C:17]1[CH:22]=[CH:21][CH:20]=[CH:19][CH:18]=1. (8) Given the product [CH3:1][C:2]1[C:7](/[CH:8]=[C:26](\[CH2:25][CH2:24][CH3:23])/[C:27]([O:29][CH2:30][CH3:31])=[O:28])=[C:6]([O:10][CH3:11])[C:5]([O:12][CH3:13])=[C:4]([O:14][CH3:15])[C:3]=1[O:16][CH3:17], predict the reactants needed to synthesize it. The reactants are: [CH3:1][C:2]1[C:7]([CH:8]=O)=[C:6]([O:10][CH3:11])[C:5]([O:12][CH3:13])=[C:4]([O:14][CH3:15])[C:3]=1[O:16][CH3:17].CC1[C:24](/[CH:25]=[CH:26]/[C:27]([O:29][CH2:30][CH3:31])=[O:28])=[C:23](OC)C(OC)=C(OC)C=1OC. (9) Given the product [Br:1][C:2]1[CH:13]=[CH:12][C:11]2=[C:14]3[C:3]=1[CH:4]=[N:5][CH:6]=[C:7]3[CH2:8][CH2:9][N:10]2[CH:15]1[CH2:16][CH2:17][CH:18]([CH2:21][NH2:33])[CH2:19][CH2:20]1, predict the reactants needed to synthesize it. The reactants are: [Br:1][C:2]1[CH:13]=[CH:12][C:11]2=[C:14]3[C:3]=1[CH:4]=[N:5][CH:6]=[C:7]3[CH2:8][CH2:9][N:10]2[CH:15]1[CH2:20][CH2:19][CH:18]([CH:21]2OCCO2)[CH2:17][CH2:16]1.COC1C=CC(C[NH2:33])=CC=1. (10) Given the product [C:1]([O:5][C:6]([N:8]1[CH2:13][CH2:12][CH2:11][CH2:10][CH:9]1[C:14](=[O:16])[NH:17][C:18]1[CH:23]=[C:22]([S:24]([CH3:27])(=[O:25])=[O:26])[CH:21]=[C:20]([NH:28][C:29]2[N:38]=[CH:37][C:36]3[N:35]([CH3:39])[C:34](=[O:40])[CH2:33][N:32]([CH:41]([CH3:43])[CH3:42])[C:31]=3[N:30]=2)[CH:19]=1)=[O:7])([CH3:2])([CH3:3])[CH3:4], predict the reactants needed to synthesize it. The reactants are: [C:1]([O:5][C:6]([N:8]1[CH2:13][CH2:12][CH2:11][CH2:10][CH:9]1[C:14]([OH:16])=O)=[O:7])([CH3:4])([CH3:3])[CH3:2].[NH2:17][C:18]1[CH:19]=[C:20]([NH:28][C:29]2[N:38]=[CH:37][C:36]3[N:35]([CH3:39])[C:34](=[O:40])[CH2:33][N:32]([CH:41]([CH3:43])[CH3:42])[C:31]=3[N:30]=2)[CH:21]=[C:22]([S:24]([CH3:27])(=[O:26])=[O:25])[CH:23]=1.